Dataset: Forward reaction prediction with 1.9M reactions from USPTO patents (1976-2016). Task: Predict the product of the given reaction. Given the reactants [NH2:1][C:2]1[C:7]([C:8]([F:11])([F:10])[F:9])=[CH:6][CH:5]=[CH:4][C:3]=1[C:12]([C:14]1[CH:19]=[CH:18][CH:17]=[C:16]([OH:20])[CH:15]=1)=O.[Cl:21][C:22]1[CH:27]=[CH:26][CH:25]=[C:24]([Cl:28])[C:23]=1[CH2:29][CH:30]=O, predict the reaction product. The product is: [Cl:21][C:22]1[CH:27]=[CH:26][CH:25]=[C:24]([Cl:28])[C:23]=1[C:29]1[CH:30]=[N:1][C:2]2[C:3]([C:12]=1[C:14]1[CH:15]=[C:16]([OH:20])[CH:17]=[CH:18][CH:19]=1)=[CH:4][CH:5]=[CH:6][C:7]=2[C:8]([F:11])([F:10])[F:9].